From a dataset of Blood-brain barrier penetration binary classification data from Martins et al.. Regression/Classification. Given a drug SMILES string, predict its absorption, distribution, metabolism, or excretion properties. Task type varies by dataset: regression for continuous measurements (e.g., permeability, clearance, half-life) or binary classification for categorical outcomes (e.g., BBB penetration, CYP inhibition). Dataset: bbb_martins. (1) The drug is Cc1cc(-c2ccccc2)nnc1NCCN1CCOCC1. The result is 1 (penetrates BBB). (2) The compound is COc1cccc2c1C(=O)c1c(O)c3c(c(O)c1C2=O)C[C@@](O)(C(=O)CO)C[C@@H]3O[C@H]1C[C@H](N)[C@H](O[C@H]2CCCCO2)[C@H](C)O1. The result is 0 (does not penetrate BBB). (3) The molecule is CC(C)c1nc(CN(C)C(=O)N[C@H](C(=O)N[C@@H](Cc2ccccc2)C[C@H](O)[C@H](Cc2ccccc2)NC(=O)OCc2cncs2)C(C)C)cs1. The result is 0 (does not penetrate BBB). (4) The molecule is O=C(O)C1=C(CSc2nnnn2CS(=O)(=O)O)CS[C@@H]2[C@H](NC(=O)C(O)c3ccccc3)C(=O)N12. The result is 0 (does not penetrate BBB). (5) The compound is CCN1CCCC1CNC(=O)c1cc(S(=O)(=O)CC)c(N)cc1OC. The result is 1 (penetrates BBB). (6) The molecule is C[C@H]1[C@H](NC(=O)/C(=N\OC(C)(C)C(=O)O)c2csc([NH3+])n2)C(=O)N1S(=O)(=O)[O-]. The result is 0 (does not penetrate BBB). (7) The drug is CC/C=C(\C)C1(CC)C(=O)NC(=O)NC1=O. The result is 1 (penetrates BBB). (8) The molecule is Cc1cc(Br)cc(C(N)=O)c1O. The result is 1 (penetrates BBB). (9) The compound is CN(C)CCC=C1c2ccccc2Sc2ccccc21. The result is 1 (penetrates BBB). (10) The drug is CNCCC(Oc1ccc(C(F)(F)F)cc1)c1ccccc1. The result is 1 (penetrates BBB).